From a dataset of Reaction yield outcomes from USPTO patents with 853,638 reactions. Predict the reaction yield, written as a fraction of the theoretical maximum amount of product (1.0 means a 100% yield; for example, 0.34 means a 34% yield). (1) The product is [CH3:1][O:2][C:3]1[CH:8]=[CH:7][C:6]([S:9][CH2:18][CH2:19][C:20]2[CH:25]=[CH:24][CH:23]=[CH:22][CH:21]=2)=[CH:5][CH:4]=1. The yield is 0.950. The reactants are [CH3:1][O:2][C:3]1[CH:8]=[CH:7][C:6]([SH:9])=[CH:5][CH:4]=1.C(N(CC)CC)C.Br[CH2:18][CH2:19][C:20]1[CH:25]=[CH:24][CH:23]=[CH:22][CH:21]=1.O. The catalyst is CN(C=O)C. (2) The reactants are [CH3:1][C@@:2]1([OH:22])[C@H:6]([OH:7])[C@@H:5]([CH2:8][OH:9])[O:4][C@H:3]1[N:10]1[C:14]2[N:15]=[CH:16][N:17]=[C:18]([NH2:19])[C:13]=2[C:12](C=O)=[CH:11]1.[NH2:23][NH2:24]. The product is [CH3:1][C@@:2]1([OH:22])[C@H:6]([OH:7])[C@@H:5]([CH2:8][OH:9])[O:4][C@H:3]1[N:10]1[C:14]2[N:15]=[CH:16][N:17]=[C:18]([NH2:19])[C:13]=2[C:12](=[N:23][NH2:24])[CH2:11]1. The yield is 0.750. The catalyst is CN(C=O)C.